From a dataset of hERG Central: cardiac toxicity at 1µM, 10µM, and general inhibition. Predict hERG channel inhibition at various concentrations. (1) The drug is CCOc1ccc(CNc2ccc3c(c2)ncn3C(C)(C)C)cc1. Results: hERG_inhib (hERG inhibition (general)): blocker. (2) The molecule is CC(C)Cc1cc(CN2CCC(CO)(Cc3cccc(C(F)(F)F)c3)CC2)[nH]n1. Results: hERG_inhib (hERG inhibition (general)): blocker. (3) The compound is CCN1CCCC1CNc1ncnc2c1[nH]c1ccc(Cl)cc12. Results: hERG_inhib (hERG inhibition (general)): blocker. (4) The drug is CCCc1[nH]n(-c2nc3ccccc3s2)c(=O)c1C=NCC1CCCO1. Results: hERG_inhib (hERG inhibition (general)): blocker. (5) The compound is O=C(CCn1cccn1)N1CCCC(N2CCN(c3cccc(Cl)c3)CC2)C1. Results: hERG_inhib (hERG inhibition (general)): blocker. (6) The molecule is COc1ccc(Nc2nc(N)nc(CN3CCc4ccccc4C3)n2)cc1. Results: hERG_inhib (hERG inhibition (general)): blocker. (7) The drug is CN(C)CCCNCCNC(=O)/C=N\O.Cl. Results: hERG_inhib (hERG inhibition (general)): blocker. (8) The compound is CCn1cc(CNC(=O)c2cc(-c3cc(OC)ccc3OC)nc3ccccc23)c(C)n1. Results: hERG_inhib (hERG inhibition (general)): blocker. (9) The compound is N=c1c(C(=O)NCCc2ccccc2)cc2c(=O)n3ccccc3nc2n1CC1CCCO1. Results: hERG_inhib (hERG inhibition (general)): blocker. (10) The compound is CCCCCC(=O)N1CCN(CCN=CC2=C(O)CC(c3ccc(OC)c(OC)c3)CC2=O)CC1. Results: hERG_inhib (hERG inhibition (general)): blocker.